From a dataset of Retrosynthesis with 50K atom-mapped reactions and 10 reaction types from USPTO. Predict the reactants needed to synthesize the given product. (1) Given the product CC(=O)c1ccc2nnc(C(C)c3ccc4ncc(Br)cc4c3)n2n1, predict the reactants needed to synthesize it. The reactants are: CON(C)C(=O)c1ccc2nnc(C(C)c3ccc4ncc(Br)cc4c3)n2n1. (2) Given the product CC(C)c1cc(NC(=O)Nc2cc(Oc3ccc(N)nc3)ccc2F)n(-c2ccc3ncccc3c2)n1, predict the reactants needed to synthesize it. The reactants are: CC(C)c1cc(NC(=O)Nc2cc(Oc3ccc([N+](=O)[O-])nc3)ccc2F)n(-c2ccc3ncccc3c2)n1. (3) Given the product CS(=O)(=O)c1ccc(-c2cnn(CC(F)(F)F)c(=O)c2N=[N+]=[N-])cc1, predict the reactants needed to synthesize it. The reactants are: CS(=O)(=O)c1ccc(-c2cnn(CC(F)(F)F)c(=O)c2Cl)cc1.[N-]=[N+]=[N-]. (4) Given the product COc1ccc(C(=O)NC2(C(=O)O)Cc3ccccc3C2)cc1OCCc1cccc(S(C)=O)c1, predict the reactants needed to synthesize it. The reactants are: COc1ccc(C(=O)NC2(C(=O)O)Cc3ccccc3C2)cc1OCCc1cccc(SC)c1.OO.